From a dataset of Forward reaction prediction with 1.9M reactions from USPTO patents (1976-2016). Predict the product of the given reaction. (1) Given the reactants [C:1]([C:5]1[N:9]([CH2:10][CH:11]2[CH2:16][CH2:15][C:14]([F:18])([F:17])[CH2:13][CH2:12]2)[C:8]2[CH:19]=[CH:20][C:21]([S:23](Cl)(=[O:25])=[O:24])=[CH:22][C:7]=2[N:6]=1)([CH3:4])([CH3:3])[CH3:2].[NH:27]1[CH:31]=[C:30]([CH:32]=[O:33])[CH:29]=[N:28]1, predict the reaction product. The product is: [C:1]([C:5]1[N:9]([CH2:10][CH:11]2[CH2:16][CH2:15][C:14]([F:18])([F:17])[CH2:13][CH2:12]2)[C:8]2[CH:19]=[CH:20][C:21]([S:23]([N:27]3[CH:31]=[C:30]([CH:32]=[O:33])[CH:29]=[N:28]3)(=[O:25])=[O:24])=[CH:22][C:7]=2[N:6]=1)([CH3:4])([CH3:3])[CH3:2]. (2) Given the reactants C([O:3][C:4]([CH:6]1[CH2:10][CH2:9][S:8](=[O:12])(=[O:11])[N:7]1[CH2:13][C:14]1[N:15]=[C:16]([CH2:19][O:20][C:21]2[CH:26]=[CH:25][C:24]([C:27]3[CH:32]=[C:31]([F:33])[C:30]([F:34])=[CH:29][C:28]=3[O:35][CH3:36])=[CH:23][CH:22]=2)[S:17][CH:18]=1)=[O:5])C.O.[OH-].[Li+].C1COCC1.Cl, predict the reaction product. The product is: [O:12]=[S:8]1(=[O:11])[CH2:9][CH2:10][CH:6]([C:4]([OH:5])=[O:3])[N:7]1[CH2:13][C:14]1[N:15]=[C:16]([CH2:19][O:20][C:21]2[CH:22]=[CH:23][C:24]([C:27]3[CH:32]=[C:31]([F:33])[C:30]([F:34])=[CH:29][C:28]=3[O:35][CH3:36])=[CH:25][CH:26]=2)[S:17][CH:18]=1. (3) Given the reactants [CH3:1][N:2]1[CH2:7][CH2:6][NH:5][CH2:4][CH2:3]1.N1CCNC[CH2:9]1.[NH2:14][C:15]1[CH:22]=[CH:21][C:20](Cl)=[CH:19][C:16]=1[C:17]#[N:18].[C:24]([NH:27][NH2:28])(=O)[CH3:25].[CH:29](NN)=[O:30], predict the reaction product. The product is: [CH3:29][O:30][C:20]1[CH:21]=[CH:22][C:15]2[N:14]=[C:1]([N:2]3[CH2:7][CH2:6][N:5]([CH3:9])[CH2:4][CH2:3]3)[N:28]3[N:27]=[C:24]([CH3:25])[N:18]=[C:17]3[C:16]=2[CH:19]=1. (4) Given the reactants [F:1][C:2]([F:7])([F:6])[C:3]([OH:5])=[O:4].[Cl:8][C:9]1[CH:14]=[CH:13][C:12]([CH2:15][NH:16][C:17]([C:19]2[N:20]=[C:21]([S:43][CH3:44])[N:22](C(C3C=CC=CC=3)(C3C=CC=CC=3)C3C=CC=CC=3)[CH:23]=2)=[O:18])=[C:11]([F:45])[C:10]=1[O:46][C:47]1[CH:52]=[C:51]([C:53]#[N:54])[CH:50]=[C:49]([Cl:55])[CH:48]=1.FC(F)(F)C(O)=O, predict the reaction product. The product is: [F:1][C:2]([F:7])([F:6])[C:3]([OH:5])=[O:4].[Cl:8][C:9]1[CH:14]=[CH:13][C:12]([CH2:15][NH:16][C:17]([C:19]2[N:20]=[C:21]([S:43][CH3:44])[NH:22][CH:23]=2)=[O:18])=[C:11]([F:45])[C:10]=1[O:46][C:47]1[CH:52]=[C:51]([C:53]#[N:54])[CH:50]=[C:49]([Cl:55])[CH:48]=1. (5) Given the reactants [CH2:1]([N:3]1[CH2:8][CH2:7][N:6]([CH2:9][C:10]2[CH:19]=[CH:18][C:13]([C:14]([O:16]C)=[O:15])=[CH:12][C:11]=2[O:20][C:21]([F:24])([F:23])[F:22])[CH2:5][CH2:4]1)[CH3:2].[OH-].[Na+].Cl, predict the reaction product. The product is: [CH2:1]([N:3]1[CH2:8][CH2:7][N:6]([CH2:9][C:10]2[CH:19]=[CH:18][C:13]([C:14]([OH:16])=[O:15])=[CH:12][C:11]=2[O:20][C:21]([F:24])([F:22])[F:23])[CH2:5][CH2:4]1)[CH3:2].